From a dataset of CYP3A4 inhibition data for predicting drug metabolism from PubChem BioAssay. Regression/Classification. Given a drug SMILES string, predict its absorption, distribution, metabolism, or excretion properties. Task type varies by dataset: regression for continuous measurements (e.g., permeability, clearance, half-life) or binary classification for categorical outcomes (e.g., BBB penetration, CYP inhibition). Dataset: cyp3a4_veith. (1) The drug is COc1ccc(N2CCN(S(=O)(=O)c3ccc4c(c3)CCCC4)CC2)c([N+](=O)[O-])c1. The result is 1 (inhibitor). (2) The compound is O=C1c2ccccc2-c2ccc(NC(=O)[C@H]3CCCC[C@@H]3C(=O)O)cc21. The result is 0 (non-inhibitor). (3) The molecule is Cc1ccc(C(=O)NCCCN2CCOCC2)cc1N1CCCC1=O. The result is 0 (non-inhibitor). (4) The compound is CCC[C@@H]1CC2=CC(=O)CC[C@]2(C)[C@@H]2CC[C@@]3(C)[C@H](CC[C@]3(O)CCC(=O)[O-])[C@H]12.[K+]. The result is 0 (non-inhibitor). (5) The molecule is COc1ccc(CNc2ncncc2-c2ccccc2Cl)c(OC)c1. The result is 1 (inhibitor). (6) The compound is CCCC(=O)NC(Nc1cccc(C(F)(F)F)c1)C(Cl)(Cl)Cl. The result is 1 (inhibitor). (7) The molecule is C[C@@]12CCC(=O)C(O)=C1CC[C@@H]1[C@@H]2CC[C@@]2(C)C(=O)CC[C@H]12. The result is 1 (inhibitor).